This data is from TCR-epitope binding with 47,182 pairs between 192 epitopes and 23,139 TCRs. The task is: Binary Classification. Given a T-cell receptor sequence (or CDR3 region) and an epitope sequence, predict whether binding occurs between them. (1) The TCR CDR3 sequence is CASSTTQGFYEQYF. The epitope is DATYQRTRALVR. Result: 0 (the TCR does not bind to the epitope). (2) The epitope is VTEHDTLLY. The TCR CDR3 sequence is CASSQDISDTDTQYF. Result: 1 (the TCR binds to the epitope). (3) The epitope is TPINLVRDL. The TCR CDR3 sequence is CASSLAGLSYEQYF. Result: 0 (the TCR does not bind to the epitope). (4) The epitope is FTISVTTEIL. The TCR CDR3 sequence is CASSRRGDVPGELFF. Result: 1 (the TCR binds to the epitope). (5) The TCR CDR3 sequence is CASSWGVETQYF. The epitope is CLGGLLTMV. Result: 0 (the TCR does not bind to the epitope). (6) The epitope is SEETGTLIV. The TCR CDR3 sequence is CAIKGGSSYNEQFF. Result: 1 (the TCR binds to the epitope). (7) The epitope is TLDSKTQSL. The TCR CDR3 sequence is CASSLHTQGARFF. Result: 0 (the TCR does not bind to the epitope). (8) The epitope is FLKEKGGL. The TCR CDR3 sequence is CASSIRSQDTQYF. Result: 0 (the TCR does not bind to the epitope).